From a dataset of Full USPTO retrosynthesis dataset with 1.9M reactions from patents (1976-2016). Predict the reactants needed to synthesize the given product. (1) Given the product [CH2:13]1[C:22]2[C:17](=[CH:18][CH:19]=[C:20]([C:23]3([OH:29])[CH2:28][CH2:27][N:26]([CH2:2][C:3]([C:5]4[CH:10]=[CH:9][C:8]([OH:11])=[C:7]([F:12])[CH:6]=4)=[O:4])[CH2:25][CH2:24]3)[CH:21]=2)[CH2:16][CH2:15][O:14]1, predict the reactants needed to synthesize it. The reactants are: Cl[CH2:2][C:3]([C:5]1[CH:10]=[CH:9][C:8]([OH:11])=[C:7]([F:12])[CH:6]=1)=[O:4].[CH2:13]1[C:22]2[C:17](=[CH:18][CH:19]=[C:20]([C:23]3([OH:29])[CH2:28][CH2:27][NH:26][CH2:25][CH2:24]3)[CH:21]=2)[CH2:16][CH2:15][O:14]1. (2) Given the product [Br:1][C:2]1[CH:9]=[CH:8][C:5](/[CH:6]=[N:10]/[N:11]([CH3:15])[C:12]([NH2:14])=[O:13])=[CH:4][CH:3]=1, predict the reactants needed to synthesize it. The reactants are: [Br:1][C:2]1[CH:9]=[CH:8][C:5]([CH:6]=O)=[CH:4][CH:3]=1.[NH2:10][N:11]([CH3:15])[C:12]([NH2:14])=[O:13].CC(O)=O.O. (3) The reactants are: [C:1]1([C@H:7]([O:9][C:10]([NH:12][C:13]2[CH:14]=[N:15][CH:16]=[CH:17][C:18]=2[C:19]2[CH:24]=[CH:23][C:22](OS(C(F)(F)F)(=O)=O)=[CH:21][CH:20]=2)=[O:11])[CH3:8])[CH:6]=[CH:5][CH:4]=[CH:3][CH:2]=1.B([C:36]1[CH:41]=[CH:40][C:39]([C:42]2([C:45]([OH:47])=[O:46])[CH2:44][CH2:43]2)=[CH:38][CH:37]=1)(O)O. Given the product [C:1]1([C@H:7]([O:9][C:10]([NH:12][C:13]2[CH:14]=[N:15][CH:16]=[CH:17][C:18]=2[C:19]2[CH:20]=[CH:21][C:22]([C:36]3[CH:41]=[CH:40][C:39]([C:42]4([C:45]([OH:47])=[O:46])[CH2:44][CH2:43]4)=[CH:38][CH:37]=3)=[CH:23][CH:24]=2)=[O:11])[CH3:8])[CH:6]=[CH:5][CH:4]=[CH:3][CH:2]=1, predict the reactants needed to synthesize it.